From a dataset of Full USPTO retrosynthesis dataset with 1.9M reactions from patents (1976-2016). Predict the reactants needed to synthesize the given product. (1) Given the product [CH3:47][C:42]1[CH:43]=[C:44]([CH3:46])[CH:45]=[C:40]([CH3:53])[C:41]=1[S:48]([O-:51])(=[O:50])=[O:49].[NH2:52][N+:18]1[CH:19]=[CH:20][C:21]([C:22]2[CH:39]=[CH:38][CH:37]=[C:24]([C:25](=[O:26])[NH:27][C:28]([C:31]3[CH:36]=[CH:35][CH:34]=[CH:33][CH:32]=3)([CH3:30])[CH3:29])[CH:23]=2)=[C:16]([N:11]([CH2:10][CH2:9][OH:8])[S:12]([CH3:15])(=[O:14])=[O:13])[CH:17]=1, predict the reactants needed to synthesize it. The reactants are: [Si]([O:8][CH2:9][CH2:10][N:11]([C:16]1[CH:17]=[N:18][CH:19]=[CH:20][C:21]=1[C:22]1[CH:23]=[C:24]([CH:37]=[CH:38][CH:39]=1)[C:25]([NH:27][C:28]([C:31]1[CH:36]=[CH:35][CH:34]=[CH:33][CH:32]=1)([CH3:30])[CH3:29])=[O:26])[S:12]([CH3:15])(=[O:14])=[O:13])(C(C)(C)C)(C)C.[C:40]1([CH3:53])[CH:45]=[C:44]([CH3:46])[CH:43]=[C:42]([CH3:47])[C:41]=1[S:48]([O:51][NH2:52])(=[O:50])=[O:49]. (2) Given the product [F:17][C:16]([F:18])=[C:15]([CH3:19])[CH2:14][CH2:13][CH2:12][CH2:1][N:2]1[C:5]2[CH:25]=[CH:26][C:27]([C:29]([O:10][CH2:11][CH2:12][CH2:13][CH2:14][C:15]([CH3:19])=[C:16]([F:18])[F:17])=[O:31])=[CH:28][C:23]=2[N:22]=[CH:3]1.[F:17][C:16]([F:18])=[C:15]([CH3:19])[CH2:14][CH2:13][CH2:12][CH2:1][N:2]1[C:5]2[CH:28]=[C:27]([C:29]([O:31][CH2:11][CH2:12][CH2:13][CH2:14][C:15]([CH3:19])=[C:16]([F:18])[F:17])=[O:30])[CH:26]=[CH:25][C:24]=2[N:20]=[CH:3]1, predict the reactants needed to synthesize it. The reactants are: [CH3:1][N:2]([CH3:5])[CH:3]=O.CS([O:10][CH2:11][CH2:12][CH2:13][CH2:14][C:15]([CH3:19])=[C:16]([F:18])[F:17])(=O)=O.[NH:20]1[C:24]2[CH:25]=[CH:26][C:27]([C:29]([OH:31])=[O:30])=[CH:28][C:23]=2[N:22]=C1.C(=O)([O-])O.[Na+]. (3) Given the product [C:1]([O:5][C:6](=[O:36])[CH2:7][CH:8]([O:29][Si:30]([CH2:34][CH3:35])([CH2:32][CH3:33])[CH3:31])[C:9]([CH3:27])([CH3:28])[C:10](=[O:26])[CH:11]([CH3:25])[CH:12]([O:24][Si:45]([C:48]([CH3:51])([CH3:50])[CH3:49])([CH3:47])[CH3:46])[CH:13]([CH3:23])[CH2:14][O:15][CH2:16][C:17]1[CH:18]=[CH:19][CH:20]=[CH:21][CH:22]=1)([CH3:4])([CH3:2])[CH3:3], predict the reactants needed to synthesize it. The reactants are: [C:1]([O:5][C:6](=[O:36])[CH2:7][CH:8]([O:29][Si:30]([CH2:34][CH3:35])([CH2:32][CH3:33])[CH3:31])[C:9]([CH3:28])([CH3:27])[C:10](=[O:26])[CH:11]([CH3:25])[CH:12]([OH:24])[CH:13]([CH3:23])[CH2:14][O:15][CH2:16][C:17]1[CH:22]=[CH:21][CH:20]=[CH:19][CH:18]=1)([CH3:4])([CH3:3])[CH3:2].N1C(C)=CC=CC=1C.[Si:45](OS(C(F)(F)F)(=O)=O)([C:48]([CH3:51])([CH3:50])[CH3:49])([CH3:47])[CH3:46]. (4) The reactants are: [Cl:1][C:2]1[N:3]=[C:4]([N:22]2[CH2:27][CH2:26][O:25][CH2:24][CH2:23]2)[C:5]2[S:10][C:9]([CH2:11][N:12]3[CH2:15][C:14]4([CH2:20][CH2:19][N:18](C)[CH2:17][CH2:16]4)[CH2:13]3)=[CH:8][C:6]=2[N:7]=1.C(OC(N1CCC2(CNC2)CC1)=O)(C)(C)C.[C:44]([O:48][C:49]([N:51]1[CH2:76][CH2:75][C:54]2([CH2:57][N:56]([CH2:58][C:59]3[S:67][C:66]4[C:65]([N:68]5[CH2:73][CH2:72][O:71][CH2:70][CH2:69]5)=[N:64][C:63]([Cl:74])=[N:62][C:61]=4[CH:60]=3)[CH2:55]2)[CH2:53][CH2:52]1)=[O:50])([CH3:47])([CH3:46])[CH3:45]. Given the product [C:44]([O:48][C:49]([N:51]1[CH2:52][CH2:53][C:54]2([CH2:57][N:56]([CH2:58][C:59]3[S:67][C:66]4[C:65]([N:68]5[CH2:69][CH2:70][O:71][CH2:72][CH2:73]5)=[N:64][C:63]([Cl:74])=[N:62][C:61]=4[CH:60]=3)[CH2:55]2)[CH2:75][CH2:76]1)=[O:50])([CH3:47])([CH3:45])[CH3:46].[Cl:1][C:2]1[N:3]=[C:4]([N:22]2[CH2:27][CH2:26][O:25][CH2:24][CH2:23]2)[C:5]2[S:10][C:9]([CH2:11][N:12]3[CH2:13][C:14]4([CH2:20][CH2:19][NH:18][CH2:17][CH2:16]4)[CH2:15]3)=[CH:8][C:6]=2[N:7]=1, predict the reactants needed to synthesize it. (5) The reactants are: [Cl:1][C:2]1[N:7]=[N:6][C:5]([C:8](OC)=[O:9])=[C:4]([NH:12][C:13]2[CH:18]=[CH:17][C:16]([Cl:19])=[C:15]([CH3:20])[N:14]=2)[CH:3]=1.[NH3:21].CO. Given the product [Cl:1][C:2]1[N:7]=[N:6][C:5]([C:8]([NH2:21])=[O:9])=[C:4]([NH:12][C:13]2[CH:18]=[CH:17][C:16]([Cl:19])=[C:15]([CH3:20])[N:14]=2)[CH:3]=1, predict the reactants needed to synthesize it.